From a dataset of Forward reaction prediction with 1.9M reactions from USPTO patents (1976-2016). Predict the product of the given reaction. (1) Given the reactants [Cl:1][C:2]1[CH:10]=[CH:9][C:5]([C:6](O)=O)=[C:4]([NH2:11])[CH:3]=1.[CH:12]([NH2:14])=[O:13], predict the reaction product. The product is: [Cl:1][C:2]1[CH:3]=[C:4]2[C:5]([CH:6]=[N:14][C:12](=[O:13])[NH:11]2)=[CH:9][CH:10]=1. (2) Given the reactants [OH:1][C:2]1[CH:3]=[C:4]2[C:13](=[CH:14][C:15]=1[CH2:16][CH2:17][C:18]([O:20]C)=[O:19])[N+:12]([O-])=[C:11]1[C:6](=[CH:7][C:8](=[O:23])[CH:9]=[CH:10]1)[O:5]2.S(S([O-])=O)([O-])=O.[Na+].[Na+], predict the reaction product. The product is: [OH:1][C:2]1[CH:3]=[C:4]2[C:13](=[CH:14][C:15]=1[CH2:16][CH2:17][C:18]([OH:20])=[O:19])[N:12]=[C:11]1[C:6](=[CH:7][C:8](=[O:23])[CH:9]=[CH:10]1)[O:5]2.